Dataset: Full USPTO retrosynthesis dataset with 1.9M reactions from patents (1976-2016). Task: Predict the reactants needed to synthesize the given product. (1) Given the product [O:14]1[C:18]2[CH:19]=[CH:20][C:21]([C:23]3[NH:13][C:11]4[N:10]([N:9]=[C:8]([CH2:1][C:2]5[CH:3]=[CH:4][CH:5]=[CH:6][CH:7]=5)[N:12]=4)[C:25](=[O:26])[CH:24]=3)=[CH:22][C:17]=2[O:16][CH2:15]1, predict the reactants needed to synthesize it. The reactants are: [CH2:1]([C:8]1[N:12]=[C:11]([NH2:13])[NH:10][N:9]=1)[C:2]1[CH:7]=[CH:6][CH:5]=[CH:4][CH:3]=1.[O:14]1[C:18]2[CH:19]=[CH:20][C:21]([C:23](=O)[CH2:24][C:25](OCC)=[O:26])=[CH:22][C:17]=2[O:16][CH2:15]1.CC1C=CC(S(O)(=O)=O)=CC=1. (2) The reactants are: C[O:2][C:3](=[O:31])[C:4]1[CH:9]=[CH:8][CH:7]=[C:6]([O:10][C:11]2[CH:16]=[CH:15][CH:14]=[C:13]([C:17]3[O:18][C:19]([NH:22][C:23]4[CH:28]=[CH:27][C:26]([Cl:29])=[C:25]([Cl:30])[CH:24]=4)=[N:20][N:21]=3)[CH:12]=2)[CH:5]=1.C([O-])([O-])=O.[K+].[K+].CO[C:40](=O)[C:41]1[CH:46]=[CH:45][C:44](CBr)=[CH:43][CH:42]=1.C(OCC)(=O)C. Given the product [CH2:40]([C:25]1([Cl:30])[C:26]([Cl:29])=[CH:27][CH:28]=[C:23]([NH:22][C:19]2[O:18][C:17]([C:13]3[CH:12]=[C:11]([CH:16]=[CH:15][CH:14]=3)[O:10][C:6]3[CH:5]=[C:4]([CH:9]=[CH:8][CH:7]=3)[C:3]([OH:2])=[O:31])=[N:21][N:20]=2)[CH2:24]1)[C:41]1[CH:46]=[CH:45][CH:44]=[CH:43][CH:42]=1, predict the reactants needed to synthesize it. (3) Given the product [CH:30]([C:22]1[N:21]([C:10]2[N:9]=[C:8]3[C:13]([N:14]=[C:6]([O:5][CH:3]4[CH2:4][N:1]([CH2:34][C:35]([CH3:37])([OH:38])[CH3:36])[CH2:2]4)[N:7]3[CH3:33])=[C:12]([N:15]3[CH2:16][CH2:17][O:18][CH2:19][CH2:20]3)[N:11]=2)[C:25]2[CH:26]=[CH:27][CH:28]=[CH:29][C:24]=2[N:23]=1)([CH3:31])[CH3:32], predict the reactants needed to synthesize it. The reactants are: [NH:1]1[CH2:4][CH:3]([O:5][C:6]2[N:7]([CH3:33])[C:8]3[C:13]([N:14]=2)=[C:12]([N:15]2[CH2:20][CH2:19][O:18][CH2:17][CH2:16]2)[N:11]=[C:10]([N:21]2[C:25]4[CH:26]=[CH:27][CH:28]=[CH:29][C:24]=4[N:23]=[C:22]2[CH:30]([CH3:32])[CH3:31])[N:9]=3)[CH2:2]1.[CH3:34][C:35]1([O:38][CH2:37]1)[CH3:36].CN(C=O)C. (4) Given the product [CH3:19][C:9]1([CH3:20])[C:4]2[C:5](=[CH:6][CH:7]=[CH:8][C:3]=2[O:2][CH3:1])[CH:12]([NH:21][C:22]2[CH:31]=[CH:30][CH:29]=[C:28]3[C:23]=2[CH:24]=[CH:25][C:26](=[O:32])[NH:27]3)[C:11]([OH:18])([C:14]([F:15])([F:17])[F:16])[CH2:10]1.[OH:18][C:11]1([C:14]([F:15])([F:16])[F:17])[CH2:10][C:9]([CH3:19])([CH3:20])[C:4]2[C:5](=[CH:6][CH:7]=[CH:8][C:3]=2[OH:2])[CH:12]1[NH:21][C:22]1[CH:31]=[CH:30][CH:29]=[C:28]2[C:23]=1[CH:24]=[CH:25][C:26](=[O:32])[NH:27]2, predict the reactants needed to synthesize it. The reactants are: [CH3:1][O:2][C:3]1[CH:8]=[CH:7][CH:6]=[CH:5][C:4]=1[C:9]([CH3:20])([CH3:19])[CH2:10][C:11]([OH:18])([C:14]([F:17])([F:16])[F:15])[CH:12]=O.[NH2:21][C:22]1[CH:31]=[CH:30][CH:29]=[C:28]2[C:23]=1[CH:24]=[CH:25][C:26](=[O:32])[NH:27]2.B(Br)(Br)Br. (5) Given the product [Cl:1][C:2]1[C:3]([CH2:8][NH:9][C:10]([CH:12]2[CH2:17][CH2:16][CH:15]([NH:23][CH2:22][CH2:21][O:20][CH3:19])[CH2:14][CH2:13]2)=[O:11])=[N:4][CH:5]=[CH:6][N:7]=1, predict the reactants needed to synthesize it. The reactants are: [Cl:1][C:2]1[C:3]([CH2:8][NH:9][C:10]([CH:12]2[CH2:17][CH2:16][C:15](=O)[CH2:14][CH2:13]2)=[O:11])=[N:4][CH:5]=[CH:6][N:7]=1.[CH3:19][O:20][CH2:21][CH2:22][NH2:23]. (6) Given the product [Cl:22][C:7]1[C:2]([OH:1])=[C:37]([Cl:38])[C:4]2[C@H:14]3[C@H:10]([CH2:11][N:12]([C:15]([O:17][C:18]([CH3:21])([CH3:20])[CH3:19])=[O:16])[CH2:13]3)[O:9][CH2:8][C:5]=2[CH:6]=1, predict the reactants needed to synthesize it. The reactants are: [OH:1][C:2]1[CH:7]=[CH:6][C:5]2[CH2:8][O:9][C@@H:10]3[C@H:14]([C:4]=2C=1)[CH2:13][N:12]([C:15]([O:17][C:18]([CH3:21])([CH3:20])[CH3:19])=[O:16])[CH2:11]3.[Cl:22]N1C(=O)CCC1=O.C(OCC)(=O)C.Cl[CH2:37][Cl:38]. (7) Given the product [C:24]([CH:23]([NH:22][C:12]([C:10]1[CH:9]=[CH:8][C:7]([N:15]2[CH2:18][C:17]([F:20])([F:19])[CH2:16]2)=[C:6]([O:5][CH2:4][CH:1]2[CH2:2][CH2:3]2)[N:11]=1)=[O:14])[CH2:26][CH:27]([CH3:29])[CH3:28])#[N:25], predict the reactants needed to synthesize it. The reactants are: [CH:1]1([CH2:4][O:5][C:6]2[N:11]=[C:10]([C:12]([OH:14])=O)[CH:9]=[CH:8][C:7]=2[N:15]2[CH2:18][C:17]([F:20])([F:19])[CH2:16]2)[CH2:3][CH2:2]1.Cl.[NH2:22][CH:23]([CH2:26][CH:27]([CH3:29])[CH3:28])[C:24]#[N:25].